This data is from Peptide-MHC class I binding affinity with 185,985 pairs from IEDB/IMGT. The task is: Regression. Given a peptide amino acid sequence and an MHC pseudo amino acid sequence, predict their binding affinity value. This is MHC class I binding data. (1) The peptide sequence is RMRGAHTNDVK. The MHC is HLA-A02:02 with pseudo-sequence HLA-A02:02. The binding affinity (normalized) is 0. (2) The peptide sequence is THEGVVCAL. The MHC is HLA-B44:02 with pseudo-sequence HLA-B44:02. The binding affinity (normalized) is 0.213. (3) The peptide sequence is LTAGFLIFL. The MHC is HLA-A11:01 with pseudo-sequence HLA-A11:01. The binding affinity (normalized) is 0.0390. (4) The peptide sequence is YLREHIRAM. The MHC is BoLA-T2b with pseudo-sequence BoLA-T2b. The binding affinity (normalized) is 0.0641. (5) The MHC is HLA-A68:02 with pseudo-sequence HLA-A68:02. The binding affinity (normalized) is 0.359. The peptide sequence is FLKNRFEAL.